From a dataset of Experimentally validated miRNA-target interactions with 360,000+ pairs, plus equal number of negative samples. Binary Classification. Given a miRNA mature sequence and a target amino acid sequence, predict their likelihood of interaction. (1) The protein sequence of the target gene is MRRRLLILTTLVPFVLAPRPPEEAGSGSHPRLEKLDSLLSDYDILSLANIQQHSIRKRDLQSATHLETLLTFSALKRHFKLYLTSSTERFSQNLRVVVVDGKEESEYSVKWQNFFSGHVVGEPDSRVLAHIGDDDVTVRINTDGAEYNVEPLWRFVNDTKDKRMLVYKSEDIKDFSRLQSPKVCGYLNADSEELLPKGLIDREPSEEFVRRVKRRAEPNPLKNTCKLLVVADHRFYKYMGRGEESTTTNYLIELIDRVDDIYRNTSWDNAGFKGYGVQIEQIRILKSPQEVKPGERHFNM.... Result: 0 (no interaction). The miRNA is hsa-miR-506-5p with sequence UAUUCAGGAAGGUGUUACUUAA. (2) The miRNA is hsa-miR-1247-5p with sequence ACCCGUCCCGUUCGUCCCCGGA. The protein sequence of the target gene is MENWTGRPWLYLLLLLSLPQLCLDQEVLSGHSLQTPTEEGQGPEGVWGPWVQWASCSQPCGVGVQRRSRTCQLPTVQLHPSLPLPPRPPRHPEALLPRGQGPRPQTSPETLPLYRTQSRGRGGPLRGPASHLGREETQEIRAARRSRLRDPIKPGMFGYGRVPFALPLHRNRRHPRSPPRSELSLISSRGEEAIPSPTPRAEPFSANGSPQTELPPTELSVHTPSPQAEPLSPETAQTEVAPRTRPAPLRHHPRAQASGTEPPSPTHSLGEGGFFRASPQPRRPSSQGWASPQVAGRRPD.... Result: 0 (no interaction). (3) Result: 1 (interaction). The miRNA is hsa-miR-1273h-5p with sequence CUGGGAGGUCAAGGCUGCAGU. The protein sequence of the target gene is MMEDDGQPRTLYVGNLSRDVTEVLILQLFSQIGPCKSCKMITEHTSNDPYCFVEFYEHRDAAAALAAMNGRKILGKEVKVNWATTPSSQKKDTSNHFHVFVGDLSPEITTEDIKSAFAPFGKISDARVVKDMATGKSKGYGFVSFYNKLDAENAIVHMGGQWLGGRQIRTNWATRKPPAPKSTQENNTKQLRFEDVVNQSSPKNCTVYCGGIASGLTDQLMRQTFSPFGQIMEIRVFPEKGYSFVRFSTHESAAHAIVSVNGTTIEGHVVKCYWGKESPDMTKNFQQVDYSQWGQWSQVY.... (4) The miRNA is mmu-miR-3093-3p with sequence UGUGGACACCGUGGGAGGUUGG. The protein sequence of the target gene is MGSLFRSETMCLAQLFLQSGTAYECLSALGEKGLVQFRDLNQNVSSFQRKFVGEVKRCEELERILVYLVQEINRADIPLPEGEASPPAPPLKQVLEMQEQLQKLEVELREVTKNKEKLRKNLLELIEYTHMLRVTKTFVKRNVEFEPTYEEFPSLESDSLLDYSCMQRLGAKLGFVSGLINQGKVEAFEKMLWRVCKGYTIVSYAELDESLEDPETGEVIKWYVFLISFWGEQIGHKVKKICDCYHCHVYPYPNTAEERREIQEGLNTRIQDLYTVLHKTEDYLRQVLCKAAESVYSRVI.... Result: 0 (no interaction). (5) The miRNA is mmu-miR-467f with sequence AUAUACACACACACACCUACA. The protein sequence of the target gene is MATAASNPYLPGNSLLTAGSIVHSDAAGAGGGGGGGGGGGGGAGGGGGGMQPGSAAVTSGAYRGDPSSVKMVQSDFMQGAMAASNGGHMLSHAHQWVTALPHAAAAAAAAAAAAVEASSPWSGSAVGMAGSPQQPPQPPPPPPQGPDVKGGAGREDLHAGTALHHRGPPHLGPPPPPPHQGHPGGWGAAAAAAAAAAAAAAAAHLPSMAGGQQPPPQSLLYSQPGGFTVNGMLSAPPGPGGGGGGAGGGAQSLVHPGLVRGDTPELAEHHHHHHHHAHPHPPHPHHAQGPPHHGGGGAGP.... Result: 1 (interaction).